The task is: Predict the product of the given reaction.. This data is from Forward reaction prediction with 1.9M reactions from USPTO patents (1976-2016). (1) Given the reactants [C:1]([O:5][C:6]([N:8]1[CH2:13][CH2:12][CH:11]([O:14][C:15]2[CH:16]=[C:17]([CH:21]=[CH:22][C:23]=2[O:24][CH3:25])[C:18](O)=[O:19])[CH2:10][CH2:9]1)=[O:7])([CH3:4])([CH3:3])[CH3:2].[NH2:26][C:27]1[CH:28]=[C:29]([NH:34][C:35](=[O:48])[C:36]2[CH:41]=[CH:40][CH:39]=[C:38]([N:42]3[CH2:47][CH2:46][O:45][CH2:44][CH2:43]3)[CH:37]=2)[CH:30]=[CH:31][C:32]=1[CH3:33], predict the reaction product. The product is: [CH3:33][C:32]1[CH:31]=[CH:30][C:29]([NH:34][C:35](=[O:48])[C:36]2[CH:41]=[CH:40][CH:39]=[C:38]([N:42]3[CH2:43][CH2:44][O:45][CH2:46][CH2:47]3)[CH:37]=2)=[CH:28][C:27]=1[NH:26][C:18](=[O:19])[C:17]1[CH:21]=[CH:22][C:23]([O:24][CH3:25])=[C:15]([O:14][CH:11]2[CH2:12][CH2:13][N:8]([C:6]([O:5][C:1]([CH3:3])([CH3:2])[CH3:4])=[O:7])[CH2:9][CH2:10]2)[CH:16]=1. (2) Given the reactants [NH2:1][C:2]1[C:3]([Cl:12])=[C:4]([CH:9]=[CH:10][CH:11]=1)[C:5]([O:7][CH3:8])=[O:6].CCN(CC)CC.[C:20](Cl)(=[O:25])[C:21]([CH3:24])([CH3:23])[CH3:22], predict the reaction product. The product is: [Cl:12][C:3]1[C:2]([NH:1][C:20](=[O:25])[C:21]([CH3:24])([CH3:23])[CH3:22])=[CH:11][CH:10]=[CH:9][C:4]=1[C:5]([O:7][CH3:8])=[O:6].